Dataset: Forward reaction prediction with 1.9M reactions from USPTO patents (1976-2016). Task: Predict the product of the given reaction. The product is: [CH2:1]([C:8]1[S:12][C:11]([NH:13][C:28](=[O:29])[C:27]2[CH:31]=[CH:32][C:24]([C:22]#[N:23])=[CH:25][CH:26]=2)=[N:10][C:9]=1[C:14]1[CH:15]=[CH:16][C:17]([O:20][CH3:21])=[CH:18][CH:19]=1)[C:2]1[CH:3]=[CH:4][CH:5]=[CH:6][CH:7]=1. Given the reactants [CH2:1]([C:8]1[S:12][C:11]([NH2:13])=[N:10][C:9]=1[C:14]1[CH:19]=[CH:18][C:17]([O:20][CH3:21])=[CH:16][CH:15]=1)[C:2]1[CH:7]=[CH:6][CH:5]=[CH:4][CH:3]=1.[C:22]([C:24]1[CH:32]=[CH:31][C:27]([C:28](Cl)=[O:29])=[CH:26][CH:25]=1)#[N:23], predict the reaction product.